Dataset: Full USPTO retrosynthesis dataset with 1.9M reactions from patents (1976-2016). Task: Predict the reactants needed to synthesize the given product. (1) Given the product [F:1][C:2]1[CH:10]=[CH:9][C:5]([C:6]([OH:8])=[O:7])=[C:4]([O:11][CH3:12])[C:3]=1[N+:18]([O-:20])=[O:19], predict the reactants needed to synthesize it. The reactants are: [F:1][C:2]1[CH:10]=[CH:9][C:5]([C:6]([OH:8])=[O:7])=[C:4]([O:11][CH3:12])[CH:3]=1.S(=O)(=O)(O)O.[N+:18]([O-])([OH:20])=[O:19]. (2) Given the product [Cl:1][C:2]1[CH:3]=[CH:4][C:5]([O:24][C:43]2[CH:42]=[C:41]([F:48])[C:40]([S:37]([N:36]([CH2:35][C:34]3[CH:54]=[CH:55][C:56]([O:58][CH3:59])=[CH:57][C:33]=3[O:32][CH3:31])[C:49]3[S:53][N:52]=[CH:51][N:50]=3)(=[O:38])=[O:39])=[CH:45][C:44]=2[F:46])=[C:6]([C:8]2[N:12]([CH:13]3[CH2:14][N:15]([C:17]([O:19][C:20]([CH3:21])([CH3:23])[CH3:22])=[O:18])[CH2:16]3)[N:11]=[CH:10][CH:9]=2)[CH:7]=1, predict the reactants needed to synthesize it. The reactants are: [Cl:1][C:2]1[CH:3]=[CH:4][C:5]([OH:24])=[C:6]([C:8]2[N:12]([CH:13]3[CH2:16][N:15]([C:17]([O:19][C:20]([CH3:23])([CH3:22])[CH3:21])=[O:18])[CH2:14]3)[N:11]=[CH:10][CH:9]=2)[CH:7]=1.C(=O)([O-])[O-].[K+].[K+].[CH3:31][O:32][C:33]1[CH:57]=[C:56]([O:58][CH3:59])[CH:55]=[CH:54][C:34]=1[CH2:35][N:36]([C:49]1[S:53][N:52]=[CH:51][N:50]=1)[S:37]([C:40]1[CH:45]=[C:44]([F:46])[C:43](F)=[CH:42][C:41]=1[F:48])(=[O:39])=[O:38].C(OCC)(=O)C. (3) Given the product [O:1]=[C:2]1[N:8]([CH:9]2[CH2:10][CH2:11][N:12]([C:15]([O:17][C@H:18]([CH2:19][C:20]3[CH:29]=[C:28]([CH3:30])[C:23]4[NH:24][C:25](=[O:27])[O:26][C:22]=4[CH:21]=3)[C:31]([N:38]3[CH2:39][CH2:40][CH:41]([N:44]4[CH2:45][CH2:46][N:47]([C:50](=[O:52])[CH3:51])[CH2:48][CH2:49]4)[CH2:42][CH2:43]3)=[O:33])=[O:16])[CH2:13][CH2:14]2)[CH2:7][CH2:6][C:5]2[CH:34]=[CH:35][CH:36]=[CH:37][C:4]=2[NH:3]1, predict the reactants needed to synthesize it. The reactants are: [O:1]=[C:2]1[N:8]([CH:9]2[CH2:14][CH2:13][N:12]([C:15]([O:17][C@@H:18]([C:31]([OH:33])=O)[CH2:19][C:20]3[CH:29]=[C:28]([CH3:30])[C:23]4[NH:24][C:25](=[O:27])[O:26][C:22]=4[CH:21]=3)=[O:16])[CH2:11][CH2:10]2)[CH2:7][CH2:6][C:5]2[CH:34]=[CH:35][CH:36]=[CH:37][C:4]=2[NH:3]1.[NH:38]1[CH2:43][CH2:42][CH:41]([N:44]2[CH2:49][CH2:48][N:47]([C:50](=[O:52])[CH3:51])[CH2:46][CH2:45]2)[CH2:40][CH2:39]1. (4) Given the product [F:1][C:2]1[C:10]([CH3:11])=[C:9]([F:12])[C:8]([F:13])=[C:7]([N+:14]([O-:16])=[O:15])[C:3]=1[C:4]([C:24](=[CH:23][N:22]([CH3:30])[CH3:21])[C:25]([O:27][CH2:28][CH3:29])=[O:26])=[O:6], predict the reactants needed to synthesize it. The reactants are: [F:1][C:2]1[C:10]([CH3:11])=[C:9]([F:12])[C:8]([F:13])=[C:7]([N+:14]([O-:16])=[O:15])[C:3]=1[C:4]([OH:6])=O.S(Cl)(Cl)=O.[CH3:21][N:22]([CH3:30])[CH:23]=[CH:24][C:25]([O:27][CH2:28][CH3:29])=[O:26].C(N(CC)CC)C. (5) Given the product [ClH:25].[ClH:56].[ClH:1].[CH3:4][NH:7][C:8]([C:10]1[C:18]2[CH:17]=[C:16]([C:19]3[C:24]([Cl:25])=[CH:23][N:22]=[C:21]([NH:26][CH2:27][CH2:28][CH2:29][N:30]4[CH2:31][CH2:32][N:33]([CH2:36][CH3:37])[CH2:34][CH2:35]4)[N:20]=3)[S:15][C:14]=2[CH:13]=[CH:12][CH:11]=1)=[O:9], predict the reactants needed to synthesize it. The reactants are: [ClH:1].Cl.Cl.[CH:4]1([NH:7][C:8]([C:10]2[C:18]3[CH:17]=[C:16]([C:19]4[C:24]([Cl:25])=[CH:23][N:22]=[C:21]([NH:26][CH2:27][CH2:28][CH2:29][N:30]5[CH2:35][CH2:34][N:33]([CH3:36])[CH2:32][CH2:31]5)[N:20]=4)[S:15][C:14]=3[CH:13]=[CH:12][CH:11]=2)=[O:9])CC1.[CH3:37]NC(C1C2C=C(C3C([Cl:56])=CN=C(Cl)N=3)SC=2C=CC=1)=O.C(N1CCN(CCCN)CC1)C. (6) Given the product [NH2:1][CH:2]([CH2:5][CH2:6][S:7][CH3:8])[C:3]([OH:10])=[O:4], predict the reactants needed to synthesize it. The reactants are: [NH2:1][CH:2]([CH2:5][CH2:6][S:7][CH3:8])[CH2:3][OH:4].C(=O)(O)[O-:10].[Na+].